From a dataset of Forward reaction prediction with 1.9M reactions from USPTO patents (1976-2016). Predict the product of the given reaction. (1) Given the reactants [Cl:1]N1C(=O)CCC1=O.[NH2:9][C:10]1[CH:18]=[CH:17][CH:16]=[C:15]2[C:11]=1[C:12]([Cl:26])=[N:13][N:14]2[C:19]([O:21][C:22]([CH3:25])([CH3:24])[CH3:23])=[O:20], predict the reaction product. The product is: [NH2:9][C:10]1[CH:18]=[CH:17][C:16]([Cl:1])=[C:15]2[C:11]=1[C:12]([Cl:26])=[N:13][N:14]2[C:19]([O:21][C:22]([CH3:23])([CH3:25])[CH3:24])=[O:20]. (2) The product is: [CH:24]1([NH:23][C:21](=[O:22])/[C:8](/[C:5]2[CH:4]=[CH:3][C:2]([F:1])=[CH:7][CH:6]=2)=[CH:9]/[C:10]2[CH:15]=[CH:14][C:13]([CH:16]=[CH:17][C:18]([NH:53][CH2:52][C:49]3[CH:50]=[CH:51][C:46]([C:45]([O:44][CH3:43])=[O:54])=[CH:47][CH:48]=3)=[O:19])=[CH:12][CH:11]=2)[CH2:25][CH2:26]1. Given the reactants [F:1][C:2]1[CH:7]=[CH:6][C:5](/[C:8](/[C:21]([NH:23][CH:24]2[CH2:26][CH2:25]2)=[O:22])=[CH:9]\[C:10]2[CH:15]=[CH:14][C:13]([CH:16]=[CH:17][C:18](O)=[O:19])=[CH:12][CH:11]=2)=[CH:4][CH:3]=1.CN(C=O)C.C1C=CC2N(O)N=NC=2C=1.Cl.[CH3:43][O:44][C:45](=[O:54])[C:46]1[CH:51]=[CH:50][C:49]([CH2:52][NH2:53])=[CH:48][CH:47]=1.C(N(CC)CC)C, predict the reaction product. (3) Given the reactants [CH3:1][CH:2]1[CH2:6][C:5]2[C:7]([C:26]([F:29])([F:28])[F:27])=[CH:8][CH:9]=[C:10]([C:11]([NH:13][C:14]3[C:15]([NH:24][CH3:25])=[N:16][CH:17]=[C:18]([C:20]([F:23])([F:22])[F:21])[CH:19]=3)=O)[C:4]=2[S:3]1(=[O:31])=[O:30].C1(C)C=CC(S(O)(=O)=O)=CC=1.O, predict the reaction product. The product is: [CH3:1][CH:2]1[CH2:6][C:5]2[C:7]([C:26]([F:29])([F:28])[F:27])=[CH:8][CH:9]=[C:10]([C:11]3[N:24]([CH3:25])[C:15]4=[N:16][CH:17]=[C:18]([C:20]([F:23])([F:22])[F:21])[CH:19]=[C:14]4[N:13]=3)[C:4]=2[S:3]1(=[O:31])=[O:30].